This data is from Forward reaction prediction with 1.9M reactions from USPTO patents (1976-2016). The task is: Predict the product of the given reaction. (1) Given the reactants [OH:1][CH2:2][C@H:3]1[CH2:8][CH2:7][CH2:6][C@@H:5]([C:9]([O:11][CH:12]([CH3:14])[CH3:13])=[O:10])[CH2:4]1.[O:15]1[CH:20]=[CH:19][CH2:18][CH2:17][CH2:16]1.O.C1(C)C(S(O)(=O)=O)=CC=CC=1.C(=O)(O)[O-].[Na+], predict the reaction product. The product is: [O:15]1[CH2:20][CH2:19][CH2:18][CH2:17][CH:16]1[O:1][CH2:2][C@H:3]1[CH2:8][CH2:7][CH2:6][C@@H:5]([C:9]([O:11][CH:12]([CH3:14])[CH3:13])=[O:10])[CH2:4]1. (2) Given the reactants [C:1]1([CH2:7][N:8]2[C:20]3[CH2:19][CH2:18][CH2:17][C:16](=[O:21])[C:15]=3[C:14]3[C:9]2=[CH:10][CH:11]=[CH:12][C:13]=3[C:22]([O:24][CH3:25])=[O:23])[CH:6]=[CH:5][CH:4]=[CH:3][CH:2]=1.[H-].[Na+].C1(S(OC)=O)C=CC=CC=1, predict the reaction product. The product is: [C:1]1([CH2:7][N:8]2[C:20]3[CH:19]=[CH:18][CH:17]=[C:16]([OH:21])[C:15]=3[C:14]3[C:9]2=[CH:10][CH:11]=[CH:12][C:13]=3[C:22]([O:24][CH3:25])=[O:23])[CH:6]=[CH:5][CH:4]=[CH:3][CH:2]=1. (3) The product is: [Cl:8][C:6]1[C:5]([N+:9]([O-:11])=[O:10])=[CH:4][C:3]([CH3:12])=[C:2]([C:20]2[CH:21]=[CH:22][C:17]([C:15]([NH:14][CH3:13])=[O:16])=[CH:18][CH:19]=2)[CH:7]=1. Given the reactants Br[C:2]1[CH:7]=[C:6]([Cl:8])[C:5]([N+:9]([O-:11])=[O:10])=[CH:4][C:3]=1[CH3:12].[CH3:13][NH:14][C:15]([C:17]1[CH:22]=[CH:21][C:20](B(O)O)=[CH:19][CH:18]=1)=[O:16].C(=O)([O-])[O-].[Na+].[Na+], predict the reaction product. (4) The product is: [C:47]([O:46][C:44]([N:36]([C:37]([O:39][C:40]([CH3:41])([CH3:42])[CH3:43])=[O:38])[C:32]1[C:33]2[C:28](=[CH:27][C:26]([NH:25][CH:53]([C:18]3[CH:19]=[CH:20][C:15]([CH2:14][CH2:13][O:12][C:10](=[O:11])[NH:9][C:5]4[CH:6]=[CH:7][CH:8]=[C:3]([C:1]#[N:2])[CH:4]=4)=[C:16]([CH3:24])[CH:17]=3)[C:52]([OH:56])=[O:55])=[CH:35][CH:34]=2)[CH:29]=[CH:30][N:31]=1)=[O:45])([CH3:50])([CH3:49])[CH3:48]. Given the reactants [C:1]([C:3]1[CH:4]=[C:5]([NH:9][C:10]([O:12][CH2:13][CH2:14][C:15]2[CH:20]=[CH:19][C:18](B(O)O)=[CH:17][C:16]=2[CH3:24])=[O:11])[CH:6]=[CH:7][CH:8]=1)#[N:2].[NH2:25][C:26]1[CH:27]=[C:28]2[C:33](=[CH:34][CH:35]=1)[C:32]([N:36]([C:44]([O:46][C:47]([CH3:50])([CH3:49])[CH3:48])=[O:45])[C:37]([O:39][C:40]([CH3:43])([CH3:42])[CH3:41])=[O:38])=[N:31][CH:30]=[CH:29]2.O.[C:52]([OH:56])(=[O:55])[CH:53]=O, predict the reaction product. (5) The product is: [Cl:1][C:2]1[CH:3]=[C:4]2[C:12](=[C:13]([NH:20][C:24](=[O:25])[C:23]3[CH:27]=[CH:28][CH:29]=[N:30][C:22]=3[CH3:21])[C:14]=1[O:15][CH2:16][CH:17]1[CH2:19][CH2:18]1)[NH:11][C:10]1[CH:9]=[N:8][CH:7]=[CH:6][C:5]2=1. Given the reactants [Cl:1][C:2]1[CH:3]=[C:4]2[C:12](=[C:13]([NH2:20])[C:14]=1[O:15][CH2:16][CH:17]1[CH2:19][CH2:18]1)[NH:11][C:10]1[CH:9]=[N:8][CH:7]=[CH:6][C:5]2=1.[CH3:21][C:22]1[N:30]=[CH:29][CH:28]=[CH:27][C:23]=1[C:24](O)=[O:25].C([O-])(=O)C.[NH4+], predict the reaction product. (6) Given the reactants Br[C:2]1[CH:3]=[N:4][CH:5]=[C:6]([C:8]#[C:9][C:10]2[CH:15]=[CH:14][CH:13]=[CH:12][CH:11]=2)[CH:7]=1.[I-:16].[Na+].CNCCNC, predict the reaction product. The product is: [I:16][C:2]1[CH:3]=[N:4][CH:5]=[C:6]([C:8]#[C:9][C:10]2[CH:15]=[CH:14][CH:13]=[CH:12][CH:11]=2)[CH:7]=1. (7) Given the reactants Br[C:2]1[CH:7]=[CH:6][CH:5]=[C:4]([CH3:8])[N:3]=1.C([Li])CCC.[CH2:14]([Sn:18](Cl)([CH2:23][CH2:24][CH2:25][CH3:26])[CH2:19][CH2:20][CH2:21][CH3:22])[CH2:15][CH2:16][CH3:17], predict the reaction product. The product is: [CH3:8][C:4]1[CH:5]=[CH:6][CH:7]=[C:2]([Sn:18]([CH2:19][CH2:20][CH2:21][CH3:22])([CH2:23][CH2:24][CH2:25][CH3:26])[CH2:14][CH2:15][CH2:16][CH3:17])[N:3]=1. (8) Given the reactants C([O-])([O-])=O.[K+].[K+].Cl.[NH2:8][C@:9]([C:13]([OH:15])=[O:14])([CH3:12])[CH2:10][CH3:11].[Cl:16][C:17]1[N:22]=[C:21](Cl)[CH:20]=[CH:19][N:18]=1.Cl, predict the reaction product. The product is: [Cl:16][C:17]1[N:22]=[C:21]([NH:8][C@:9]([CH3:12])([CH2:10][CH3:11])[C:13]([OH:15])=[O:14])[CH:20]=[CH:19][N:18]=1.